Dataset: Full USPTO retrosynthesis dataset with 1.9M reactions from patents (1976-2016). Task: Predict the reactants needed to synthesize the given product. (1) Given the product [CH3:9][S:8][C:4]1[N:3]=[C:2]([CH2:1][C:21]([O:20][CH2:18][CH3:19])=[O:22])[CH:7]=[CH:6][N:5]=1, predict the reactants needed to synthesize it. The reactants are: [CH3:1][C:2]1[CH:7]=[CH:6][N:5]=[C:4]([S:8][CH3:9])[N:3]=1.C([N-]C(C)C)(C)C.[Li+].[CH2:18]([O:20][C:21](=O)[O:22]CC)[CH3:19]. (2) Given the product [N:35]1([CH2:34][CH2:33][NH:32][C:10]2[CH:11]3[CH:16]([CH:15]=[C:14]([NH:17][C:18]([C:20]4[S:21][C:22]([C:25]5[CH:26]=[CH:27][C:28]([Cl:31])=[CH:29][CH:30]=5)=[CH:23][CH:24]=4)=[O:19])[CH:13]=[CH:12]3)[NH:8][N:9]=2)[CH2:36][CH2:37][CH2:38][CH2:39][CH2:40]1, predict the reactants needed to synthesize it. The reactants are: C(OC([N:8]1[CH:16]2[CH:11]([CH:12]=[CH:13][C:14]([NH:17][C:18]([C:20]3[S:21][C:22]([C:25]4[CH:30]=[CH:29][C:28]([Cl:31])=[CH:27][CH:26]=4)=[CH:23][CH:24]=3)=[O:19])=[CH:15]2)[C:10]([N:32](C(OC(C)(C)C)=O)[CH2:33][CH2:34][N:35]2[CH2:40][CH2:39][CH2:38][CH2:37][CH2:36]2)=[N:9]1)=O)(C)(C)C.C(O)(C(F)(F)F)=O.